The task is: Predict the reaction yield, written as a fraction of the theoretical maximum amount of product (1.0 means a 100% yield; for example, 0.34 means a 34% yield).. This data is from Reaction yield outcomes from USPTO patents with 853,638 reactions. (1) The reactants are C[O:2][C:3]([C:5]1[C@H:9]([CH2:10][Si:11]([CH3:19])([CH3:18])[C:12]2[CH:17]=[CH:16][CH:15]=[CH:14][CH:13]=2)[C@@H:8]([O:20][Si:21]([C:24]([CH3:27])([CH3:26])[CH3:25])([CH3:23])[CH3:22])[CH2:7][CH:6]=1)=O.[H-].C([Al+]CC(C)C)C(C)C. No catalyst specified. The product is [CH3:27][C:24]([Si:21]([CH3:23])([CH3:22])[O:20][C@@H:8]1[C@@H:9]([CH2:10][Si:11]([CH3:19])([CH3:18])[C:12]2[CH:13]=[CH:14][CH:15]=[CH:16][CH:17]=2)[C:5]([CH2:3][OH:2])=[CH:6][CH2:7]1)([CH3:25])[CH3:26]. The yield is 1.00. (2) The reactants are [F:1][C:2]1[CH:3]=[C:4]([CH:16]=[CH:17][CH:18]=1)[CH2:5][O:6][C:7]1[CH:12]=[CH:11][CH:10]=[C:9]([N+:13]([O-])=O)[CH:8]=1.[Cl-].[NH4+].CO.O1CCCC1. The catalyst is [Fe].O. The product is [F:1][C:2]1[CH:3]=[C:4]([CH:16]=[CH:17][CH:18]=1)[CH2:5][O:6][C:7]1[CH:12]=[CH:11][CH:10]=[C:9]([NH2:13])[CH:8]=1. The yield is 0.930. (3) The reactants are Cl[CH:2]([CH:19]1[CH2:24][CH2:23][CH2:22][CH2:21][CH2:20]1)[C:3]1[CH:4]=[C:5]([C:11]2[CH:12]=[CH:13][C:14]([O:17][CH3:18])=[N:15][CH:16]=2)[O:6][C:7]=1[CH2:8][O:9][CH3:10].[NH2:25][C:26]1[CH:31]=[CH:30][C:29]([C:32]([NH:34][CH2:35][CH2:36][C:37]([O:39]CC)=[O:38])=[O:33])=[CH:28][CH:27]=1.C(=O)([O-])[O-].[Na+].[Na+].[I-].[Na+]. The catalyst is CN(C)C(=O)C.O. The product is [CH:19]1([CH:2]([NH:25][C:26]2[CH:27]=[CH:28][C:29]([C:32]([NH:34][CH2:35][CH2:36][C:37]([OH:39])=[O:38])=[O:33])=[CH:30][CH:31]=2)[C:3]2[CH:4]=[C:5]([C:11]3[CH:16]=[N:15][C:14]([O:17][CH3:18])=[CH:13][CH:12]=3)[O:6][C:7]=2[CH2:8][O:9][CH3:10])[CH2:24][CH2:23][CH2:22][CH2:21][CH2:20]1. The yield is 0.160. (4) The reactants are C(OC([N:6]1[CH2:12][CH2:11][C:10]2[C:13]([Cl:20])=[C:14]([C:16]([F:19])([F:18])[F:17])[S:15][C:9]=2[CH2:8][CH2:7]1)=O)C.I[Si](C)(C)C. The catalyst is C(Cl)Cl. The product is [Cl:20][C:13]1[C:10]2[CH2:11][CH2:12][NH:6][CH2:7][CH2:8][C:9]=2[S:15][C:14]=1[C:16]([F:18])([F:17])[F:19]. The yield is 0.180.